This data is from Forward reaction prediction with 1.9M reactions from USPTO patents (1976-2016). The task is: Predict the product of the given reaction. (1) Given the reactants [Br:1][C:2]1[CH:12]=[CH:11][C:5]([O:6][CH2:7][C:8]([NH2:10])=[O:9])=[C:4]([C:13]#[N:14])[CH:3]=1.N1CCC[CH2:17][CH2:16]1.[O:21]1[CH2:26][CH2:25][N:24]([CH:27]2[CH2:32][CH2:31][NH:30][CH2:29][CH2:28]2)[CH2:23][CH2:22]1, predict the reaction product. The product is: [Br:1][C:2]1[CH:12]=[CH:11][C:5]2[O:6][C:7]3[C:8](=[O:9])[NH:10][C:16]([CH2:17][N:30]4[CH2:31][CH2:32][CH:27]([N:24]5[CH2:23][CH2:22][O:21][CH2:26][CH2:25]5)[CH2:28][CH2:29]4)=[N:14][C:13]=3[C:4]=2[CH:3]=1. (2) Given the reactants [O:1]1[C:10]2[C:5](=[CH:6][CH:7]=[CH:8][CH:9]=2)[C@H:4]([NH:11][C:12]([C@@H:14]2[CH2:19][N:18]3[CH2:20][C@H:21]([O:23][CH2:24][CH3:25])[CH2:22][C@@H:17]3[CH2:16][N:15]2C(OC(C)(C)C)=O)=[O:13])[CH2:3][CH2:2]1.[ClH:33].COC1CCCC1, predict the reaction product. The product is: [ClH:33].[ClH:33].[O:1]1[C:10]2[C:5](=[CH:6][CH:7]=[CH:8][CH:9]=2)[C@H:4]([NH:11][C:12]([C@@H:14]2[CH2:19][N:18]3[CH2:20][C@H:21]([O:23][CH2:24][CH3:25])[CH2:22][C@@H:17]3[CH2:16][NH:15]2)=[O:13])[CH2:3][CH2:2]1. (3) Given the reactants [NH2:1][C:2]1[CH:7]=[CH:6][C:5]([NH:8][C:9](=[O:20])[C:10]2[CH:15]=[CH:14][CH:13]=[C:12]([C:16]([F:19])([F:18])[F:17])[CH:11]=2)=[CH:4][CH:3]=1.Cl[C:22]1[N:27]=[C:26]([NH:28][C:29]2[CH:33]=[C:32]([CH:34]3[CH2:38][CH2:37][CH2:36][CH2:35]3)[NH:31][N:30]=2)[CH:25]=[CH:24][N:23]=1.Cl, predict the reaction product. The product is: [CH:34]1([C:32]2[NH:31][N:30]=[C:29]([NH:28][C:26]3[CH:25]=[CH:24][N:23]=[C:22]([NH:1][C:2]4[CH:3]=[CH:4][C:5]([NH:8][C:9](=[O:20])[C:10]5[CH:15]=[CH:14][CH:13]=[C:12]([C:16]([F:17])([F:18])[F:19])[CH:11]=5)=[CH:6][CH:7]=4)[N:27]=3)[CH:33]=2)[CH2:35][CH2:36][CH2:37][CH2:38]1. (4) Given the reactants [S:1]1[C:5]2[CH:6]=[C:7]([CH2:10][C:11](O)=O)[CH:8]=[CH:9][C:4]=2[N:3]=[CH:2]1.[Cl:14][C:15]1[N:20]=[N:19][C:18]([NH:21][NH2:22])=[CH:17][CH:16]=1.Cl.CN(C)CCCN=C=NCC.O.OC1C2N=NNC=2C=CC=1.C(=O)([O-])[O-].[K+].[K+], predict the reaction product. The product is: [S:1]1[C:5]2[CH:6]=[C:7]([CH2:10][C:11]3[N:19]4[N:20]=[C:15]([Cl:14])[CH:16]=[CH:17][C:18]4=[N:21][N:22]=3)[CH:8]=[CH:9][C:4]=2[N:3]=[CH:2]1. (5) Given the reactants C(OC([N:11]1[CH2:16][CH2:15][CH2:14][CH:13]([C:17](O)=O)[CH2:12]1)=O)C1C=CC=CC=1.Cl[C:21]1[N:22]=[N:23][C:24]([NH:27][NH2:28])=[CH:25][CH:26]=1.Cl, predict the reaction product. The product is: [N:11]1([C:21]2[CH:26]=[CH:25][C:24]3[N:23]([C:17]([CH:13]4[CH2:14][CH2:15][CH2:16][NH:11][CH2:12]4)=[N:28][N:27]=3)[N:22]=2)[CH2:16][CH2:15][CH2:14][CH2:13][CH2:12]1. (6) Given the reactants [H-].[Na+].[Cl:3][C:4]1[C:9]([CH2:10][C:11]#[N:12])=[CH:8][CH:7]=[C:6]([Cl:13])[N:5]=1.Br[CH:15](Br)[CH3:16], predict the reaction product. The product is: [Cl:3][C:4]1[C:9]([C:10]2([C:11]#[N:12])[CH2:16][CH2:15]2)=[CH:8][CH:7]=[C:6]([Cl:13])[N:5]=1. (7) Given the reactants [CH3:1][O:2][C:3]([C:5]1[S:6][C:7](B2OC(C)(C)C(C)(C)O2)=[CH:8][C:9]=1[O:10][CH:11]([C:13]1[CH:18]=[CH:17][CH:16]=[CH:15][C:14]=1[Cl:19])[CH3:12])=[O:4].I[C:30]1[N:34]2[CH:35]=[CH:36][CH:37]=[CH:38][C:33]2=[N:32][CH:31]=1.C([O-])([O-])=O.[K+].[K+], predict the reaction product. The product is: [CH3:1][O:2][C:3]([C:5]1[S:6][C:7]([C:30]2[N:34]3[CH:35]=[CH:36][CH:37]=[CH:38][C:33]3=[N:32][CH:31]=2)=[CH:8][C:9]=1[O:10][CH:11]([C:13]1[CH:18]=[CH:17][CH:16]=[CH:15][C:14]=1[Cl:19])[CH3:12])=[O:4]. (8) Given the reactants [Br:1][C:2]1[CH:22]=[N:21][C:5]2=[N:6][C:7]([N:12]3[CH2:17][CH2:16][N:15]4[CH2:18][CH2:19][CH2:20][CH:14]4[CH2:13]3)=[C:8]([NH:10][NH2:11])[N:9]=[C:4]2[CH:3]=1.[CH:23](OC)(OC)OC, predict the reaction product. The product is: [Br:1][C:2]1[CH:22]=[N:21][C:5]2[N:6]=[C:7]([N:12]3[CH2:17][CH2:16][N:15]4[CH2:18][CH2:19][CH2:20][CH:14]4[CH2:13]3)[C:8]3[N:9]([CH:23]=[N:11][N:10]=3)[C:4]=2[CH:3]=1.